Dataset: Full USPTO retrosynthesis dataset with 1.9M reactions from patents (1976-2016). Task: Predict the reactants needed to synthesize the given product. (1) Given the product [Cl:2][C:3]1[CH:4]=[CH:5][C:6]([C@@H:9]([CH:14]2[CH2:15][CH2:16]2)[CH2:10][C:11]([O:13][CH3:17])=[O:12])=[CH:7][CH:8]=1, predict the reactants needed to synthesize it. The reactants are: Cl.[Cl:2][C:3]1[CH:8]=[CH:7][C:6]([C@@H:9]([CH:14]2[CH2:16][CH2:15]2)[CH2:10][C:11]([OH:13])=[O:12])=[CH:5][CH:4]=1.[CH3:17]O. (2) Given the product [CH2:48]([NH:47][C:30](=[O:31])[C:29]1[CH:33]=[CH:34][C:35]([CH3:36])=[C:27]([C:10]2[C:11]3[CH:17]=[CH:16][C:15](=[O:18])[N:14]([C:19]4[C:24]([F:25])=[CH:23][CH:22]=[CH:21][C:20]=4[F:26])[C:12]=3[N:13]=[C:8]([NH:7][CH2:6][CH2:5][CH2:4][N:3]([CH2:37][CH3:38])[CH2:1][CH3:2])[N:9]=2)[CH:28]=1)[CH2:49][CH2:50][CH3:51], predict the reactants needed to synthesize it. The reactants are: [CH2:1]([N:3]([CH2:37][CH3:38])[CH2:4][CH2:5][CH2:6][NH:7][C:8]1[N:9]=[C:10]([C:27]2[CH:28]=[C:29]([CH:33]=[CH:34][C:35]=2[CH3:36])[C:30](O)=[O:31])[C:11]2[CH:17]=[CH:16][C:15](=[O:18])[N:14]([C:19]3[C:24]([F:25])=[CH:23][CH:22]=[CH:21][C:20]=3[F:26])[C:12]=2[N:13]=1)[CH3:2].CN(C(O[N:47]1N=N[C:49]2[CH:50]=[CH:51]C=C[C:48]1=2)=[N+](C)C)C.F[P-](F)(F)(F)(F)F.C(N)CCC. (3) Given the product [F:14][C:2]([F:1])([CH3:13])[CH2:3][CH2:4][CH2:5][CH2:6][N:7]1[CH:11]=[CH:10][C:9]([NH:12][C:23](=[O:24])/[CH:22]=[CH:21]/[C:17]2[CH:16]=[C:15]([CH3:26])[CH:20]=[CH:19][CH:18]=2)=[N:8]1, predict the reactants needed to synthesize it. The reactants are: [F:1][C:2]([F:14])([CH3:13])[CH2:3][CH2:4][CH2:5][CH2:6][N:7]1[CH:11]=[CH:10][C:9]([NH2:12])=[N:8]1.[C:15]1([CH3:26])[CH:20]=[CH:19][CH:18]=[C:17](/[CH:21]=[CH:22]/[C:23](O)=[O:24])[CH:16]=1.